This data is from Full USPTO retrosynthesis dataset with 1.9M reactions from patents (1976-2016). The task is: Predict the reactants needed to synthesize the given product. (1) Given the product [Cl:11][C:9]1[CH:8]=[C:4]([C:5](=[O:7])[CH3:12])[CH:3]=[C:2]([Cl:1])[CH:10]=1, predict the reactants needed to synthesize it. The reactants are: [Cl:1][C:2]1[CH:3]=[C:4]([CH:8]=[C:9]([Cl:11])[CH:10]=1)[C:5]([OH:7])=O.[CH3:12][Li]. (2) Given the product [Cl:9][C:5]1[C:6]([NH:10][C:11]2[CH:18]=[C:17]([F:19])[CH:16]=[CH:15][C:12]=2[C:87]([OH:88])=[O:90])=[CH:7][C:2]([NH:83][C:81]2[N:80]([CH:84]([CH3:86])[CH3:85])[N:79]=[C:78]([CH3:77])[CH:82]=2)=[N:3][CH:4]=1, predict the reactants needed to synthesize it. The reactants are: Cl[C:2]1[CH:7]=[C:6](I)[C:5]([Cl:9])=[CH:4][N:3]=1.[NH2:10][C:11]1[CH:18]=[C:17]([F:19])[CH:16]=[CH:15][C:12]=1C#N.[O-]P(OP(OP([O-])([O-])=O)([O-])=O)(=O)[O-].[K+].[K+].[K+].[K+].[K+].C1C=CC(P(C2C(OC3C(P(C4C=CC=CC=4)C4C=CC=CC=4)=CC=CC=3)=CC=CC=2)C2C=CC=CC=2)=CC=1.[CH3:77][C:78]1[CH:82]=[C:81]([NH2:83])[N:80]([CH:84]([CH3:86])[CH3:85])[N:79]=1.[C:87](=[O:90])([O-])[O-:88].[Cs+].[Cs+].[OH-].[Na+]. (3) Given the product [Cl:1][C:2]1[CH:3]=[CH:4][C:5]([CH:8]2[C:9]3[C:10](=[N:11][N:12]([CH2:15][C:16]4[CH:17]=[CH:18][C:19]([O:22][CH3:23])=[CH:20][CH:21]=4)[C:13]=3[CH3:14])[C:24](=[O:26])[N:27]2[C:28]2[CH:33]=[CH:32][C:31](=[O:34])[N:30]([CH3:35])[CH:29]=2)=[CH:6][CH:7]=1, predict the reactants needed to synthesize it. The reactants are: [Cl:1][C:2]1[CH:7]=[CH:6][C:5]([CH:8]([NH:27][C:28]2[CH:33]=[CH:32][C:31](=[O:34])[N:30]([CH3:35])[CH:29]=2)[C:9]2[C:10]([C:24]([OH:26])=O)=[N:11][N:12]([CH2:15][C:16]3[CH:21]=[CH:20][C:19]([O:22][CH3:23])=[CH:18][CH:17]=3)[C:13]=2[CH3:14])=[CH:4][CH:3]=1.ClC(N(C)C)=C(C)C. (4) Given the product [NH2:32][C:35]1[CH:51]=[CH:50][CH:49]=[CH:48][C:36]=1[O:37][C:38]1[C:47]2[C:42](=[CH:43][CH:44]=[CH:45][CH:46]=2)[N:41]=[CH:40][CH:39]=1.[N:22]1[C:31]2[C:26](=[CH:27][CH:28]=[CH:29][CH:30]=2)[CH:25]=[N:24][CH:23]=1, predict the reactants needed to synthesize it. The reactants are: [N+](C1C=CC=CC=1O)([O-])=O.ClC1C2C(=CC=CC=2)N=CC=1.[N:22]1[C:31]2[C:26](=[CH:27][CH:28]=[CH:29][CH:30]=2)[CH:25]=[N:24][CH:23]=1.[N+:32]([C:35]1[CH:51]=[CH:50][CH:49]=[CH:48][C:36]=1[O:37][C:38]1[C:47]2[C:42](=[CH:43][CH:44]=[CH:45][CH:46]=2)[N:41]=[CH:40][CH:39]=1)([O-])=O. (5) Given the product [C:1]([O:5][C:6]([N:8]1[CH2:12][CH2:11][CH2:10][CH:9]1[CH:13]([OH:14])[CH3:18])=[O:7])([CH3:4])([CH3:3])[CH3:2], predict the reactants needed to synthesize it. The reactants are: [C:1]([O:5][C:6]([N:8]1[CH2:12][CH2:11][CH2:10][CH:9]1[CH:13]=[O:14])=[O:7])([CH3:4])([CH3:3])[CH3:2].[NH4+].[Cl-].O1CCC[CH2:18]1. (6) Given the product [Cl:13][C:14]1[C:19]2[N:20]=[C:21]([CH3:23])[S:22][C:18]=2[CH:17]=[CH:16][C:15]=1[NH:24][C:10](=[O:12])[CH2:9][C:3]1[CH:4]=[CH:5][C:6]([Cl:8])=[CH:7][C:2]=1[Cl:1], predict the reactants needed to synthesize it. The reactants are: [Cl:1][C:2]1[CH:7]=[C:6]([Cl:8])[CH:5]=[CH:4][C:3]=1[CH2:9][C:10]([OH:12])=O.[Cl:13][C:14]1[C:19]2[N:20]=[C:21]([CH3:23])[S:22][C:18]=2[CH:17]=[CH:16][C:15]=1[NH2:24].C(N(CC)CC)C.